From a dataset of NCI-60 drug combinations with 297,098 pairs across 59 cell lines. Regression. Given two drug SMILES strings and cell line genomic features, predict the synergy score measuring deviation from expected non-interaction effect. (1) Synergy scores: CSS=5.14, Synergy_ZIP=-4.23, Synergy_Bliss=-3.41, Synergy_Loewe=-0.265, Synergy_HSA=-0.189. Drug 1: C1CC(=O)NC(=O)C1N2CC3=C(C2=O)C=CC=C3N. Drug 2: CCCCC(=O)OCC(=O)C1(CC(C2=C(C1)C(=C3C(=C2O)C(=O)C4=C(C3=O)C=CC=C4OC)O)OC5CC(C(C(O5)C)O)NC(=O)C(F)(F)F)O. Cell line: CAKI-1. (2) Drug 1: COC1=C(C=C2C(=C1)N=CN=C2NC3=CC(=C(C=C3)F)Cl)OCCCN4CCOCC4. Drug 2: C1CN(CCN1C(=O)CCBr)C(=O)CCBr. Cell line: OVCAR-8. Synergy scores: CSS=39.5, Synergy_ZIP=-1.61, Synergy_Bliss=3.85, Synergy_Loewe=-0.0661, Synergy_HSA=8.19. (3) Drug 1: C1C(C(OC1N2C=C(C(=O)NC2=O)F)CO)O. Drug 2: C1C(C(OC1N2C=NC3=C2NC=NCC3O)CO)O. Cell line: HCT116. Synergy scores: CSS=20.8, Synergy_ZIP=5.00, Synergy_Bliss=7.99, Synergy_Loewe=-13.8, Synergy_HSA=6.61. (4) Drug 2: C1CC(=O)NC(=O)C1N2C(=O)C3=CC=CC=C3C2=O. Synergy scores: CSS=-0.770, Synergy_ZIP=6.10, Synergy_Bliss=-0.556, Synergy_Loewe=-1.99, Synergy_HSA=-2.30. Cell line: NCI-H322M. Drug 1: C1=C(C(=O)NC(=O)N1)N(CCCl)CCCl. (5) Drug 1: CC12CCC3C(C1CCC2O)C(CC4=C3C=CC(=C4)O)CCCCCCCCCS(=O)CCCC(C(F)(F)F)(F)F. Drug 2: COCCOC1=C(C=C2C(=C1)C(=NC=N2)NC3=CC=CC(=C3)C#C)OCCOC.Cl. Cell line: UACC62. Synergy scores: CSS=3.56, Synergy_ZIP=-1.83, Synergy_Bliss=-0.414, Synergy_Loewe=-0.718, Synergy_HSA=0.393. (6) Drug 1: C1CN1P(=S)(N2CC2)N3CC3. Drug 2: C1=CN(C(=O)N=C1N)C2C(C(C(O2)CO)O)O.Cl. Cell line: MALME-3M. Synergy scores: CSS=39.1, Synergy_ZIP=-12.1, Synergy_Bliss=-12.4, Synergy_Loewe=-10.9, Synergy_HSA=-0.299. (7) Drug 1: COC1=C2C(=CC3=C1OC=C3)C=CC(=O)O2. Drug 2: CC12CCC3C(C1CCC2OP(=O)(O)O)CCC4=C3C=CC(=C4)OC(=O)N(CCCl)CCCl.[Na+]. Cell line: HCT116. Synergy scores: CSS=0.719, Synergy_ZIP=-3.05, Synergy_Bliss=-4.46, Synergy_Loewe=-3.33, Synergy_HSA=-5.23.